This data is from Forward reaction prediction with 1.9M reactions from USPTO patents (1976-2016). The task is: Predict the product of the given reaction. (1) Given the reactants [ClH:1].[N:2]12[CH2:9][CH2:8][CH:5]([CH2:6][CH2:7]1)[C@@H:4]([NH:10][C:11]([C:13]1[O:14][C:15]3[C:21](Br)=[CH:20][CH:19]=[CH:18][C:16]=3[CH:17]=1)=[O:12])[CH2:3]2.[F:23][C:24]([F:36])([F:35])[O:25][C:26]1[CH:27]=[C:28](B(O)O)[CH:29]=[CH:30][CH:31]=1.C(=O)([O-])[O-].[Na+].[Na+], predict the reaction product. The product is: [ClH:1].[N:2]12[CH2:9][CH2:8][CH:5]([CH2:6][CH2:7]1)[C@@H:4]([NH:10][C:11]([C:13]1[O:14][C:15]3[C:21]([C:28]4[CH:29]=[CH:30][CH:31]=[C:26]([O:25][C:24]([F:23])([F:35])[F:36])[CH:27]=4)=[CH:20][CH:19]=[CH:18][C:16]=3[CH:17]=1)=[O:12])[CH2:3]2. (2) Given the reactants [CH3:1][O:2][C:3]1[CH:4]=[C:5]([CH:8]=[CH:9][CH:10]=1)[CH2:6][NH2:7].[Cl:11][C:12]1[N:17]=[C:16](Cl)[C:15]([Cl:19])=[CH:14][N:13]=1.C(=O)([O-])[O-].[K+].[K+], predict the reaction product. The product is: [Cl:11][C:12]1[N:17]=[C:16]([NH:7][CH2:6][C:5]2[CH:8]=[CH:9][CH:10]=[C:3]([O:2][CH3:1])[CH:4]=2)[C:15]([Cl:19])=[CH:14][N:13]=1. (3) Given the reactants [C:1]([Si:5]([C:22]1[CH:27]=[CH:26][CH:25]=[CH:24][CH:23]=1)([C:16]1[CH:21]=[CH:20][CH:19]=[CH:18][CH:17]=1)[O:6][C@@H:7]([CH2:9][C:10]#[C:11][Si](C)(C)C)[CH3:8])([CH3:4])([CH3:3])[CH3:2].C(=O)([O-])[O-].[K+].[K+], predict the reaction product. The product is: [C:1]([Si:5]([O:6][C@@H:7]([CH2:9][C:10]#[CH:11])[CH3:8])([C:22]1[CH:27]=[CH:26][CH:25]=[CH:24][CH:23]=1)[C:16]1[CH:21]=[CH:20][CH:19]=[CH:18][CH:17]=1)([CH3:2])([CH3:4])[CH3:3]. (4) Given the reactants C(O[C:4](=[O:9])[C:5]([F:8])([F:7])[F:6])C.[CH2:10]([NH2:13])[CH:11]=[CH2:12].C(N(CC)C(C)C)(C)C, predict the reaction product. The product is: [F:8][C:5]([F:6])([F:7])[C:4]([NH:13][CH2:10][CH:11]=[CH2:12])=[O:9]. (5) Given the reactants [H-].[Na+].C(OP(C[CH2:12][C:13]#[N:14])(=O)OCC)C.[F:15][C:16]1[CH:21]=[CH:20][C:19]([C:22]([C:24]2[CH:29]=[CH:28][C:27]([O:30][CH3:31])=[CH:26][CH:25]=2)=O)=[CH:18][CH:17]=1, predict the reaction product. The product is: [F:15][C:16]1[CH:21]=[CH:20][C:19](/[C:22](/[C:24]2[CH:29]=[CH:28][C:27]([O:30][CH3:31])=[CH:26][CH:25]=2)=[CH:12]\[C:13]#[N:14])=[CH:18][CH:17]=1.